From a dataset of Forward reaction prediction with 1.9M reactions from USPTO patents (1976-2016). Predict the product of the given reaction. (1) Given the reactants [F:1][C:2]1[CH:7]=[C:6]([F:8])[CH:5]=[CH:4][C:3]=1[C@:9]12[CH2:18][O:17][C@@H:16]([C:19]3[CH:23]=[CH:22][N:21]([CH3:24])[N:20]=3)[CH2:15][C@H:14]1[CH2:13][S:12][C:11]([NH:25]C(=O)C1C=CC=CC=1)=[N:10]2.FC1C=C(F)C=CC=1[C@]12CO[C@@H](C3N(C)N=CC=3)C[C@H]1CSC(NC(=O)C1C=CC=CC=1)=N2.N12CCCN=C1CCCCC2, predict the reaction product. The product is: [F:1][C:2]1[CH:7]=[C:6]([F:8])[CH:5]=[CH:4][C:3]=1[C@:9]12[CH2:18][O:17][C@@H:16]([C:19]3[CH:23]=[CH:22][N:21]([CH3:24])[N:20]=3)[CH2:15][C@H:14]1[CH2:13][S:12][C:11]([NH2:25])=[N:10]2. (2) Given the reactants [OH:1][C:2]([CH3:12])([CH2:4][C:5](=[O:11])[CH2:6][CH:7](O)[CH:8]=[CH2:9])[CH3:3].ClCCCl.CC(OC(C)=O)=O.CC([O-])=O.[Na+], predict the reaction product. The product is: [OH:1][C:2]([CH3:12])([CH2:4][C:5](=[O:11])/[CH:6]=[CH:7]/[CH:8]=[CH2:9])[CH3:3]. (3) Given the reactants CN(C(O[N:9]1N=N[C:11]2[CH:12]=CC=N[C:10]1=2)=[N+](C)C)C.F[P-](F)(F)(F)(F)F.[F:25][C:26]1[CH:47]=[CH:46][CH:45]=[C:44]([F:48])[C:27]=1[CH2:28][O:29][C:30]1[C:31]2[N:32]([C:37]([C:41]([OH:43])=O)=[C:38]([CH3:40])[N:39]=2)[CH:33]=[C:34]([CH3:36])[CH:35]=1.C(N)C#C.C(N(CC)C(C)C)(C)C, predict the reaction product. The product is: [F:25][C:26]1[CH:47]=[CH:46][CH:45]=[C:44]([F:48])[C:27]=1[CH2:28][O:29][C:30]1[C:31]2[N:32]([C:37]([C:41]([NH:9][CH2:10][C:11]#[CH:12])=[O:43])=[C:38]([CH3:40])[N:39]=2)[CH:33]=[C:34]([CH3:36])[CH:35]=1. (4) The product is: [CH2:41]([NH:49][C:4]([C:6]1[CH:10]=[C:9]([C:11]2[C:19]3[C:14](=[N:15][CH:16]=[CH:17][CH:18]=3)[NH:13][N:12]=2)[NH:8][CH:7]=1)=[O:5])[CH2:42][C:43]1[CH:48]=[CH:47][CH:46]=[CH:45][CH:44]=1. Given the reactants C(O[C:4]([C:6]1[CH:10]=[C:9]([C:11]2[C:19]3[C:14](=[N:15][CH:16]=[CH:17][CH:18]=3)[NH:13][N:12]=2)[NH:8][CH:7]=1)=[O:5])C.C1C=CC2N(O)N=NC=2C=1.CCN=C=NCCCN(C)C.[CH2:41]([NH2:49])[CH2:42][C:43]1[CH:48]=[CH:47][CH:46]=[CH:45][CH:44]=1, predict the reaction product. (5) The product is: [CH3:21][C:2]1([CH3:1])[CH2:7][C:6]2[NH:8][N:9]=[C:24]([C:23]([F:34])([F:33])[F:22])[C:5]=2[C:4](=[O:20])[CH2:3]1. Given the reactants [CH3:1][C:2]1([CH3:21])[CH2:7][C:6](=[N:8][NH:9]S(C2C=CC(C)=CC=2)(=O)=O)[CH2:5][C:4](=[O:20])[CH2:3]1.[F:22][C:23]([F:34])([F:33])[C:24](O[C:24](=O)[C:23]([F:34])([F:33])[F:22])=O.CO.O, predict the reaction product. (6) The product is: [F:1][C:2]1[CH:3]=[C:4]2[C:6]([CH2:16][CH2:17][C:18](=[O:19])[NH:5]2)=[CH:7][CH:8]=1. Given the reactants [F:1][C:2]1[CH:3]=[C:4]([CH:6]=[CH:7][CH:8]=1)[NH2:5].N1C=CC=CC=1.Cl[CH2:16][CH2:17][C:18](Cl)=[O:19], predict the reaction product. (7) Given the reactants [CH:1]1([C:4]2([CH:18]3[CH2:20][CH2:19]3)[C:9]3[CH:10]=[C:11](B(O)O)[CH:12]=[CH:13][C:8]=3[NH:7][C:6](=[O:17])[O:5]2)[CH2:3][CH2:2]1.Br[C:22]1[CH:23]=[C:24]([C:27]#[N:28])[S:25][CH:26]=1, predict the reaction product. The product is: [CH:1]1([C:4]2([CH:18]3[CH2:20][CH2:19]3)[O:5][C:6](=[O:17])[NH:7][C:8]3[CH:13]=[CH:12][C:11]([C:22]4[CH:23]=[C:24]([C:27]#[N:28])[S:25][CH:26]=4)=[CH:10][C:9]2=3)[CH2:3][CH2:2]1.